The task is: Predict the product of the given reaction.. This data is from Forward reaction prediction with 1.9M reactions from USPTO patents (1976-2016). (1) Given the reactants [CH3:1][C:2]1[CH:19]=[C:18]([CH2:20][N:21]2[CH2:25][CH2:24][CH2:23][CH2:22]2)[CH:17]=[CH:16][C:3]=1[O:4][CH:5]1[CH2:8][N:7](C(OC(C)(C)C)=O)[CH2:6]1, predict the reaction product. The product is: [NH:7]1[CH2:6][CH:5]([O:4][C:3]2[CH:16]=[CH:17][C:18]([CH2:20][N:21]3[CH2:22][CH2:23][CH2:24][CH2:25]3)=[CH:19][C:2]=2[CH3:1])[CH2:8]1. (2) The product is: [CH3:1][O:2][C:3]1[CH:8]=[C:7]2[C:6]([CH2:9][CH:10]([CH3:11])[N:12]=[CH:13]2)=[CH:5][CH:4]=1. Given the reactants [CH3:1][O:2][C:3]1[CH:8]=[CH:7][C:6]([CH2:9][CH:10]([NH:12][CH:13]=O)[CH3:11])=[CH:5][CH:4]=1.C(Cl)(=O)C(Cl)=O.Cl, predict the reaction product. (3) Given the reactants [Cl:1][C:2]1[CH:3]=[C:4]([NH2:9])[CH:5]=[CH:6][C:7]=1[I:8].[CH2:10]([O:12][C:13](=[O:24])[C:14](=[CH:20]OCC)[C:15]([O:17][CH2:18][CH3:19])=[O:16])[CH3:11], predict the reaction product. The product is: [Cl:1][C:2]1[CH:3]=[C:4]([NH:9][CH:20]=[C:14]([C:13]([O:12][CH2:10][CH3:11])=[O:24])[C:15]([O:17][CH2:18][CH3:19])=[O:16])[CH:5]=[CH:6][C:7]=1[I:8]. (4) The product is: [CH3:27][C:17]1[CH:22]=[CH:21][C:20]([S:23]([O:1][CH2:2][C:3]([C:4]([O:6][CH3:7])=[O:5])([CH3:9])[CH3:8])(=[O:25])=[O:24])=[CH:19][CH:18]=1. Given the reactants [OH:1][CH2:2][C:3]([CH3:9])([CH3:8])[C:4]([O:6][CH3:7])=[O:5].C(N(CC)CC)C.[C:17]1([CH3:27])[CH:22]=[CH:21][C:20]([S:23](Cl)(=[O:25])=[O:24])=[CH:19][CH:18]=1.O, predict the reaction product.